Dataset: Full USPTO retrosynthesis dataset with 1.9M reactions from patents (1976-2016). Task: Predict the reactants needed to synthesize the given product. (1) Given the product [N+:2]([C:5]1[CH:6]=[CH:7][C:8]([CH2:9][NH:10][C:19]([C:14]2[CH:15]=[CH:16][CH:17]=[CH:18][N:13]=2)=[O:20])=[CH:11][CH:12]=1)([O-:4])=[O:3], predict the reactants needed to synthesize it. The reactants are: Cl.[N+:2]([C:5]1[CH:12]=[CH:11][C:8]([CH2:9][NH2:10])=[CH:7][CH:6]=1)([O-:4])=[O:3].[N:13]1[CH:18]=[CH:17][CH:16]=[CH:15][C:14]=1[C:19](O)=[O:20].C1C=CC2N(O)N=NC=2C=1.CCN=C=NCCCN(C)C.Cl. (2) Given the product [F:12][C:4]1[N:5]=[CH:6][C:7]([C:8]#[CH:9])=[CH:2][CH:3]=1, predict the reactants needed to synthesize it. The reactants are: C[C:2]1[C:7]([C:8]#[C:9]CO)=[CH:6][N:5]=[C:4]([F:12])[C:3]=1C.[OH-].[Na+].